This data is from Forward reaction prediction with 1.9M reactions from USPTO patents (1976-2016). The task is: Predict the product of the given reaction. (1) Given the reactants [CH3:1][N:2]([CH2:9][CH2:10][O:11][C:12]1[CH:25]=[CH:24][C:15]([CH2:16][CH:17]2[S:21][C:20](=[O:22])[NH:19][C:18]2=[O:23])=[CH:14][CH:13]=1)[C:3]1[CH:8]=[CH:7][CH:6]=[CH:5][N:4]=1.[ClH:26], predict the reaction product. The product is: [ClH:26].[CH3:1][N:2]([CH2:9][CH2:10][O:11][C:12]1[CH:25]=[CH:24][C:15]([CH2:16][CH:17]2[S:21][C:20](=[O:22])[NH:19][C:18]2=[O:23])=[CH:14][CH:13]=1)[C:3]1[CH:8]=[CH:7][CH:6]=[CH:5][N:4]=1. (2) Given the reactants C1N=CN(C(N2C=NC=C2)=O)C=1.[CH3:13][O:14][C:15]1[CH:16]=[CH:17][C:18]2[N:22]([CH3:23])[C:21](=[O:24])[N:20]([CH2:25][C@H:26]3[CH2:31][CH2:30][C@H:29]([C:32]([OH:34])=O)[CH2:28][CH2:27]3)[C:19]=2[CH:35]=1.[C:36]([O:40][C:41]([N:43]1[CH2:48][CH2:47][NH:46][CH2:45][CH2:44]1)=[O:42])([CH3:39])([CH3:38])[CH3:37], predict the reaction product. The product is: [C:36]([O:40][C:41]([N:43]1[CH2:48][CH2:47][N:46]([C:32]([C@H:29]2[CH2:28][CH2:27][C@H:26]([CH2:25][N:20]3[C:19]4[CH:35]=[C:15]([O:14][CH3:13])[CH:16]=[CH:17][C:18]=4[N:22]([CH3:23])[C:21]3=[O:24])[CH2:31][CH2:30]2)=[O:34])[CH2:45][CH2:44]1)=[O:42])([CH3:39])([CH3:37])[CH3:38]. (3) Given the reactants [CH2:1]([N:8]1[CH2:13][CH2:12][CH2:11][C:10]2([CH2:22][C:21](=[O:23])[C:20]3[C:15](=[CH:16][CH:17]=[C:18](/[CH:24]=[CH:25]/[C:26](O)=[O:27])[CH:19]=3)[O:14]2)[CH2:9]1)[C:2]1[CH:7]=[CH:6][CH:5]=[CH:4][CH:3]=1.[NH2:29][O:30][CH:31]1[CH2:36][CH2:35][CH2:34][CH2:33][O:32]1, predict the reaction product. The product is: [CH2:1]([N:8]1[CH2:13][CH2:12][CH2:11][C:10]2([CH2:22][C:21](=[O:23])[C:20]3[C:15](=[CH:16][CH:17]=[C:18](/[CH:24]=[CH:25]/[C:26]([NH:29][O:30][CH:31]4[CH2:36][CH2:35][CH2:34][CH2:33][O:32]4)=[O:27])[CH:19]=3)[O:14]2)[CH2:9]1)[C:2]1[CH:3]=[CH:4][CH:5]=[CH:6][CH:7]=1. (4) Given the reactants [CH2:1]([O:8][C:9]1[C:18](=[O:19])[N:17]2[C:12]([C:13]([CH3:21])([CH3:20])[O:14][CH2:15][CH2:16]2)=[N:11][C:10]=1[C:22]([NH:24][CH2:25][C:26]1[CH:31]=[CH:30][C:29]([F:32])=[CH:28][C:27]=1[P:33](=[O:40])([O:37]CC)[O:34][CH2:35][CH3:36])=[O:23])[C:2]1[CH:7]=[CH:6][CH:5]=[CH:4][CH:3]=1.C(O)C.[OH-].[Na+], predict the reaction product. The product is: [CH2:1]([O:8][C:9]1[C:18](=[O:19])[N:17]2[C:12]([C:13]([CH3:20])([CH3:21])[O:14][CH2:15][CH2:16]2)=[N:11][C:10]=1[C:22]([NH:24][CH2:25][C:26]1[CH:31]=[CH:30][C:29]([F:32])=[CH:28][C:27]=1[P:33](=[O:37])([OH:40])[O:34][CH2:35][CH3:36])=[O:23])[C:2]1[CH:3]=[CH:4][CH:5]=[CH:6][CH:7]=1. (5) The product is: [CH3:11][CH2:12][N:13]1[C:25]2[C:24]([CH2:26][CH2:27][CH2:28][CH2:29][CH2:30][CH3:31])=[CH:23][C:22]([CH:52]=[O:53])=[CH:21][C:20]=2[C:19]2[C:14]1=[CH:15][CH:16]=[C:17]([CH:4]=[O:5])[CH:18]=2. Given the reactants CN([CH:4]=[O:5])C.O=P(Cl)(Cl)Cl.[CH3:11][CH2:12][N:13]1[C:25]2[C:24]([CH2:26][CH2:27][CH2:28][CH2:29][CH2:30][CH3:31])=[CH:23][CH:22]=[CH:21][C:20]=2[C:19]2[C:14]1=[CH:15][CH:16]=[CH:17][CH:18]=2.C(N1C2C=CC([CH:52]=[O:53])=CC=2C2C1=CC=C(C=O)C=2)CCCCCC, predict the reaction product.